Dataset: Reaction yield outcomes from USPTO patents with 853,638 reactions. Task: Predict the reaction yield, written as a fraction of the theoretical maximum amount of product (1.0 means a 100% yield; for example, 0.34 means a 34% yield). (1) The reactants are NC1[CH:7]=[CH:6][C:5]([NH:8][C:9]2[S:10][CH:11]=[C:12]([C:14]3[S:18][C:17]([NH:19][C:20]([NH2:22])=[NH:21])=[N:16][C:15]=3[CH3:23])[N:13]=2)=[CH:4][CH:3]=1.[N:24]1C=CC(NC(N)=S)=CC=1. No catalyst specified. The product is [CH3:23][C:15]1[N:16]=[C:17]([NH:19][C:20]([NH2:22])=[NH:21])[S:18][C:14]=1[C:12]1[N:13]=[C:9]([NH:8][C:5]2[CH:6]=[CH:7][N:24]=[CH:3][CH:4]=2)[S:10][CH:11]=1. The yield is 0.910. (2) The reactants are [NH:1]1[C:9]2[C:4](=[CH:5][CH:6]=[C:7]([C:10]([O:12][CH3:13])=[O:11])[CH:8]=2)[CH:3]=[N:2]1.[OH-].[K+].[I:16]I.S(=O)(=O)(O)[O-].[Na+]. The catalyst is CN(C)C=O. The product is [I:16][C:3]1[C:4]2[C:9](=[CH:8][C:7]([C:10]([O:12][CH3:13])=[O:11])=[CH:6][CH:5]=2)[NH:1][N:2]=1. The yield is 0.780. (3) The reactants are N12CCCN=C1CCCCC2.Cl.[NH2:13][CH2:14][C:15]1[CH:23]=[CH:22][CH:21]=[C:20]2[C:16]=1[CH2:17][N:18]([CH:25]1[CH2:30][CH2:29][C:28](=[O:31])[NH:27][C:26]1=[O:32])[C:19]2=[O:24].[C:33]([NH:40][CH2:41][CH2:42][C:43](O)=[O:44])([O:35][C:36]([CH3:39])([CH3:38])[CH3:37])=[O:34]. The catalyst is CN(C=O)C. The product is [C:36]([O:35][C:33](=[O:34])[NH:40][CH2:41][CH2:42][C:43](=[O:44])[NH:13][CH2:14][C:15]1[CH:23]=[CH:22][CH:21]=[C:20]2[C:16]=1[CH2:17][N:18]([CH:25]1[CH2:30][CH2:29][C:28](=[O:31])[NH:27][C:26]1=[O:32])[C:19]2=[O:24])([CH3:39])([CH3:37])[CH3:38]. The yield is 0.730. (4) The reactants are C[Si]([C:5]#[N:6])(C)C.[NH2:7][C:8]1[CH:13]=[CH:12][C:11]([CH3:14])=[CH:10][CH:9]=1.[F:15][CH2:16][C:17](=O)[CH3:18]. The catalyst is ClCCl. The product is [F:15][CH2:16][C:17]([CH3:18])([NH:7][C:8]1[CH:13]=[CH:12][C:11]([CH3:14])=[CH:10][CH:9]=1)[C:5]#[N:6]. The yield is 0.930. (5) The reactants are [C:1](Cl)(=[O:3])[CH3:2].[Cl:5][C:6]1[CH:31]=[CH:30][C:9]2[N:10]3[C:14]([CH2:15][NH:16][CH2:17][C:8]=2[CH:7]=1)=[N:13][N:12]=[C:11]3[CH:18]1[CH2:23][CH2:22][N:21]([C:24]2[N:29]=[CH:28][CH:27]=[CH:26][N:25]=2)[CH2:20][CH2:19]1. No catalyst specified. The product is [Cl:5][C:6]1[CH:31]=[CH:30][C:9]2[N:10]3[C:14]([CH2:15][N:16]([C:1](=[O:3])[CH3:2])[CH2:17][C:8]=2[CH:7]=1)=[N:13][N:12]=[C:11]3[CH:18]1[CH2:23][CH2:22][N:21]([C:24]2[N:25]=[CH:26][CH:27]=[CH:28][N:29]=2)[CH2:20][CH2:19]1. The yield is 0.370.